The task is: Predict the reaction yield, written as a fraction of the theoretical maximum amount of product (1.0 means a 100% yield; for example, 0.34 means a 34% yield).. This data is from Reaction yield outcomes from USPTO patents with 853,638 reactions. (1) The reactants are [F:1][C@H:2]1[CH2:4][C@H:3]1[C:5]([NH:7][C:8]1[N:9]=[CH:10][C:11]2[C:16]([CH:17]=1)=[CH:15][CH:14]=[C:13]([C:18]1[CH:19]=[N:20][C:21]([S:25][CH3:26])=[CH:22][C:23]=1[CH3:24])[CH:12]=2)=[O:6].C(O)(=[O:29])C.OO. The catalyst is O. The product is [F:1][C@H:2]1[CH2:4][C@H:3]1[C:5]([NH:7][C:8]1[N:9]=[CH:10][C:11]2[C:16]([CH:17]=1)=[CH:15][CH:14]=[C:13]([C:18]1[CH:19]=[N:20][C:21]([S:25]([CH3:26])=[O:29])=[CH:22][C:23]=1[CH3:24])[CH:12]=2)=[O:6]. The yield is 0.450. (2) The product is [CH2:11]([N:18]1[CH2:23][CH2:22][C:21]([C:6]2[CH:7]=[CH:8][C:3]([O:2][CH3:1])=[CH:4][CH:5]=2)([OH:24])[CH2:20][CH2:19]1)[C:12]1[CH:13]=[CH:14][CH:15]=[CH:16][CH:17]=1. The catalyst is C1COCC1. The yield is 0.440. The reactants are [CH3:1][O:2][C:3]1[CH:8]=[CH:7][C:6]([Mg]Br)=[CH:5][CH:4]=1.[CH2:11]([N:18]1[CH2:23][CH2:22][C:21](=[O:24])[CH2:20][CH2:19]1)[C:12]1[CH:17]=[CH:16][CH:15]=[CH:14][CH:13]=1. (3) The reactants are [Br:1][C:2]1[C:6]2[C:7]([NH2:12])=[N:8][CH:9]=[C:10](I)[C:5]=2[S:4][CH:3]=1.C1(P(C2C=CC=CC=2)C2C=CC=CC=2)C=CC=CC=1.C(=O)([O-])[O-].[Na+].[Na+].[C:38](#[N:41])[CH:39]=[CH2:40]. The product is [NH2:12][C:7]1[C:6]2[C:2]([Br:1])=[CH:3][S:4][C:5]=2[C:10](/[CH:40]=[CH:39]/[C:38]#[N:41])=[CH:9][N:8]=1. The catalyst is CN(C)C=O.C([O-])(=O)C.[Pd+2].C([O-])(=O)C. The yield is 0.880. (4) The product is [CH2:10]([N:4]1[CH2:5][CH:25]([N+:26]([O-:28])=[O:27])[CH:24]([C:21]2[CH:22]=[CH:23][C:18]([Cl:17])=[CH:19][CH:20]=2)[CH2:3]1)[C:11]1[CH:16]=[CH:15][CH:14]=[CH:13][CH:12]=1. The yield is 0.790. The catalyst is C(Cl)Cl. The reactants are CO[CH2:3][N:4]([CH2:10][C:11]1[CH:16]=[CH:15][CH:14]=[CH:13][CH:12]=1)[CH2:5][Si](C)(C)C.[Cl:17][C:18]1[CH:23]=[CH:22][C:21](/[CH:24]=[CH:25]/[N+:26]([O-:28])=[O:27])=[CH:20][CH:19]=1.FC(F)(F)C(O)=O. (5) The reactants are [NH2:1][C:2]1[S:10][C:5]2[CH2:6][O:7][CH2:8][CH2:9][C:4]=2[C:3]=1[C:11]([C:13]1[CH:18]=[CH:17][C:16]([CH3:19])=[CH:15][CH:14]=1)=O.Cl[Si](C)(C)C.CN([CH:28]=[O:29])C. No catalyst specified. The product is [CH3:2][C:3]1[C:4]([CH2:5][C:6]([O:29][CH3:28])=[O:7])=[C:11]([C:13]2[CH:18]=[CH:17][C:16]([CH3:19])=[CH:15][CH:14]=2)[C:3]2[C:4]3[CH2:9][CH2:8][O:7][CH2:6][C:5]=3[S:10][C:2]=2[N:1]=1. The yield is 0.360. (6) The reactants are O1CCCCC1[N:7]1[C:15]2[C:10](=[CH:11][C:12]([C:16]3[N:20]=[CH:19][N:18](C(C4C=CC=CC=4)(C4C=CC=CC=4)C4C=CC=CC=4)[N:17]=3)=[CH:13][CH:14]=2)[C:9]([C:40]2[CH:45]=[CH:44][C:43]([NH2:46])=[CH:42][CH:41]=2)=[N:8]1.[CH3:47][S:48](Cl)(=[O:50])=[O:49].C(N(CC)CC)C. The catalyst is O1CCCC1. The product is [NH:18]1[CH:19]=[N:20][C:16]([C:12]2[CH:11]=[C:10]3[C:15](=[CH:14][CH:13]=2)[NH:7][N:8]=[C:9]3[C:40]2[CH:45]=[CH:44][C:43]([NH:46][S:48]([CH3:47])(=[O:50])=[O:49])=[CH:42][CH:41]=2)=[N:17]1. The yield is 0.280. (7) The product is [CH3:1][O:2][C:3]1[CH:4]=[C:5]2[C:10](=[CH:11][C:12]=1[O:13][CH3:14])[N:9]=[CH:8][CH:7]=[C:6]2[O:15][C:16]1[C:22]([CH3:23])=[CH:21][C:19]([NH:20][C:29](=[O:35])[O:30][CH2:31][CH2:43][N:40]2[CH2:41][CH2:42][O:37][CH2:38][CH2:39]2)=[C:18]([CH3:24])[CH:17]=1. The reactants are [CH3:1][O:2][C:3]1[CH:4]=[C:5]2[C:10](=[CH:11][C:12]=1[O:13][CH3:14])[N:9]=[CH:8][CH:7]=[C:6]2[O:15][C:16]1[C:22]([CH3:23])=[CH:21][C:19]([NH2:20])=[C:18]([CH3:24])[CH:17]=1.ClC(Cl)(O[C:29](=[O:35])[O:30][C:31](Cl)(Cl)Cl)Cl.[O:37]1[CH2:42][CH2:41][N:40]([CH2:43]CO)[CH2:39][CH2:38]1.C(=O)(O)[O-].[Na+]. The yield is 0.760. The catalyst is C(Cl)Cl.C(N(CC)CC)C.C1(C)C=CC=CC=1. (8) The reactants are Br[C:2]1[CH:3]=[C:4]([C:7]2[N:12]([CH2:13][C:14]3[CH:19]=[CH:18][C:17]([F:20])=[CH:16][C:15]=3[F:21])[C:11](=[O:22])[C:10]([C:23]#[N:24])=[C:9]([C:25]([F:29])([F:28])[CH2:26][CH3:27])[CH:8]=2)[O:5][CH:6]=1.[CH2:30]([S:32][C:33]1[CH:34]=[C:35](B2OC(C)(C)C(C)(C)O2)[CH:36]=[C:37]([CH:39]([CH3:41])[CH3:40])[CH:38]=1)[CH3:31].C([O-])([O-])=O.[K+].[K+]. The catalyst is COCCOC.CCOCC.O.C1C=CC([PH+]([C]2[CH][CH][CH][CH]2)C2C=CC=CC=2)=CC=1.C1C=CC([PH+]([C]2[CH][CH][CH][CH]2)C2C=CC=CC=2)=CC=1.C(Cl)Cl.Cl[Pd]Cl.[Fe]. The product is [F:21][C:15]1[CH:16]=[C:17]([F:20])[CH:18]=[CH:19][C:14]=1[CH2:13][N:12]1[C:7]([C:4]2[O:5][CH:6]=[C:2]([C:35]3[CH:36]=[C:37]([CH:39]([CH3:41])[CH3:40])[CH:38]=[C:33]([S:32][CH2:30][CH3:31])[CH:34]=3)[CH:3]=2)=[CH:8][C:9]([C:25]([F:29])([F:28])[CH2:26][CH3:27])=[C:10]([C:23]#[N:24])[C:11]1=[O:22]. The yield is 0.440. (9) The reactants are Cl[C:2]1[C:7]([CH:8]=[O:9])=[C:6]([N:10]2[CH2:22][CH2:21][N:13]3[C:14]4[CH2:15][CH2:16][CH2:17][CH2:18][C:19]=4[CH:20]=[C:12]3[C:11]2=[O:23])[N:5]=[CH:4][CH:3]=1.[CH3:24][N:25]1[CH:30]=[C:29](B2OC(C)(C)C(C)(C)O2)[CH:28]=[C:27]([NH:40][C:41]2[CH:46]=[CH:45][CH:44]=[C:43]([N:47]3[CH2:52][CH2:51][N:50]([CH3:53])[CH2:49][CH2:48]3)[N:42]=2)[C:26]1=[O:54]. The catalyst is C1C=CC(P(C2C=CC=CC=2)[C-]2C=CC=C2)=CC=1.C1C=CC(P(C2C=CC=CC=2)[C-]2C=CC=C2)=CC=1.Cl[Pd]Cl.[Fe+2].O1CCCC1. The product is [CH3:24][N:25]1[C:26](=[O:54])[C:27]([NH:40][C:41]2[CH:46]=[CH:45][CH:44]=[C:43]([N:47]3[CH2:48][CH2:49][N:50]([CH3:53])[CH2:51][CH2:52]3)[N:42]=2)=[CH:28][C:29]([C:2]2[C:7]([CH:8]=[O:9])=[C:6]([N:10]3[CH2:22][CH2:21][N:13]4[C:14]5[CH2:15][CH2:16][CH2:17][CH2:18][C:19]=5[CH:20]=[C:12]4[C:11]3=[O:23])[N:5]=[CH:4][CH:3]=2)=[CH:30]1. The yield is 0.760.